Predict the product of the given reaction. From a dataset of Forward reaction prediction with 1.9M reactions from USPTO patents (1976-2016). (1) The product is: [CH2:14]([O:7][C:5](=[O:6])[CH2:4][C@@H:3]([NH:8][S:9]([C:12]1[CH:18]=[CH:17][C:15]([CH3:16])=[CH:14][CH:13]=1)(=[O:11])=[O:10])[CH2:2][N:19]=[N+:20]=[N-:21])[CH:15]([CH3:17])[CH3:16]. Given the reactants I[CH2:2][C@H:3]([NH:8][S:9]([C:12]1[CH:18]=[CH:17][C:15]([CH3:16])=[CH:14][CH:13]=1)(=[O:11])=[O:10])[CH2:4][C:5]([OH:7])=[O:6].[N-:19]=[N+:20]=[N-:21].[Na+], predict the reaction product. (2) The product is: [Cl:1][C:2]1[CH:3]=[C:4]([C:9]2[CH:13]=[C:12]([O:14][S:15]([C:18]([F:19])([F:21])[F:20])(=[O:17])=[O:16])[N:11]([CH:22]([C:24]3[CH:41]=[CH:40][C:27]([C:28]([NH:30][CH2:31][CH2:32][C:33]([O:35][C:36]([CH3:38])([CH3:37])[CH3:39])=[O:34])=[O:29])=[CH:26][CH:25]=3)[CH3:23])[N:10]=2)[CH:5]=[C:6]([Cl:8])[CH:7]=1. Given the reactants [Cl:1][C:2]1[CH:3]=[C:4]([C:9]2[CH:13]=[C:12]([O:14][S:15]([C:18]([F:21])([F:20])[F:19])(=[O:17])=[O:16])[N:11]([C@H:22]([C:24]3[CH:41]=[CH:40][C:27]([C:28]([NH:30][CH2:31][CH2:32][C:33]([O:35][C:36]([CH3:39])([CH3:38])[CH3:37])=[O:34])=[O:29])=[CH:26][CH:25]=3)[CH3:23])[N:10]=2)[CH:5]=[C:6]([Cl:8])[CH:7]=1.ClC1C=C(C2CC(=O)N([C@H](C3C=CC(C(OCC)=O)=CC=3)C)N=2)C=C(Cl)C=1, predict the reaction product.